Dataset: Peptide-MHC class II binding affinity with 134,281 pairs from IEDB. Task: Regression. Given a peptide amino acid sequence and an MHC pseudo amino acid sequence, predict their binding affinity value. This is MHC class II binding data. (1) The peptide sequence is CIALDMMNENLGIIS. The MHC is DRB1_0701 with pseudo-sequence DRB1_0701. The binding affinity (normalized) is 0.495. (2) The peptide sequence is TIAATSFAAAGLAAL. The MHC is HLA-DQA10501-DQB10201 with pseudo-sequence HLA-DQA10501-DQB10201. The binding affinity (normalized) is 0.423.